Dataset: Full USPTO retrosynthesis dataset with 1.9M reactions from patents (1976-2016). Task: Predict the reactants needed to synthesize the given product. The reactants are: [I:1][C:2]1[CH:3]=[C:4]([SH:8])[CH:5]=[CH:6][CH:7]=1.C1(C)C=CC(S(O[CH2:19][CH:20]2[CH2:24][CH2:23][CH2:22][N:21]2[C:25]([O:27][C:28]([CH3:31])([CH3:30])[CH3:29])=[O:26])(=O)=O)=CC=1.[OH-].[K+]. Given the product [I:1][C:2]1[CH:3]=[C:4]([S:8][CH2:19][CH:20]2[CH2:24][CH2:23][CH2:22][N:21]2[C:25]([O:27][C:28]([CH3:29])([CH3:31])[CH3:30])=[O:26])[CH:5]=[CH:6][CH:7]=1, predict the reactants needed to synthesize it.